Predict the reaction yield, written as a fraction of the theoretical maximum amount of product (1.0 means a 100% yield; for example, 0.34 means a 34% yield). From a dataset of Reaction yield outcomes from USPTO patents with 853,638 reactions. (1) The reactants are [Cl:1][C:2]1[CH:3]=[C:4]([NH:9][C:10]([N:12]2[CH2:17][CH2:16][C:15](=[CH:18][CH:19]3[CH2:24][CH2:23][CH2:22][N:21]([CH2:25][CH3:26])[CH2:20]3)[CH2:14][CH2:13]2)=[O:11])[CH:5]=[CH:6][C:7]=1[Cl:8]. The catalyst is [Pd].C(O)C. The product is [Cl:1][C:2]1[CH:3]=[C:4]([NH:9][C:10]([N:12]2[CH2:13][CH2:14][CH:15]([CH2:18][CH:19]3[CH2:24][CH2:23][CH2:22][N:21]([CH2:25][CH3:26])[CH2:20]3)[CH2:16][CH2:17]2)=[O:11])[CH:5]=[CH:6][C:7]=1[Cl:8]. The yield is 0.620. (2) The reactants are [CH3:1][O:2][C:3]1[C:8]([N:9]2[CH2:17][C@@H:16]3[C@@H:11]([CH2:12][CH2:13][CH2:14][NH:15]3)[CH2:10]2)=[C:7]([F:18])[CH:6]=[C:5]2[C:19]([C:21]([C:27]([OH:29])=[O:28])=[CH:22][N:23]([CH:24]3[CH2:26][CH2:25]3)[C:4]=12)=[O:20].[ClH:30]. The catalyst is CO. The product is [CH3:1][O:2][C:3]1[C:8]([N:9]2[CH2:17][C@@H:16]3[C@@H:11]([CH2:12][CH2:13][CH2:14][NH:15]3)[CH2:10]2)=[C:7]([F:18])[CH:6]=[C:5]2[C:19]([C:21]([C:27]([OH:29])=[O:28])=[CH:22][N:23]([CH:24]3[CH2:26][CH2:25]3)[C:4]=12)=[O:20].[ClH:30]. The yield is 0.770. (3) The reactants are [Br:1][C:2]1[S:6][C:5]([C:7]([OH:9])=O)=[CH:4][CH:3]=1.Cl.Cl.[CH3:12][CH:13]1[CH:18]([NH2:19])[CH:17]2[CH2:20][CH2:21][N:14]1[CH2:15][CH2:16]2.CN(C(ON1N=NC2C=CC=NC1=2)=[N+](C)C)C.F[P-](F)(F)(F)(F)F.CCN(C(C)C)C(C)C.C([O-])(O)=O.[Na+]. The catalyst is CC#N.CCOC(C)=O. The product is [Br:1][C:2]1[S:6][C:5]([C:7]([NH:19][CH:18]2[CH:17]3[CH2:20][CH2:21][N:14]([CH2:15][CH2:16]3)[CH:13]2[CH3:12])=[O:9])=[CH:4][CH:3]=1. The yield is 0.490. (4) The reactants are Br[C:2]1[CH:7]=[CH:6][CH:5]=[CH:4][N:3]=1.[NH2:8][C:9]1[CH:10]=[N:11][CH:12]=[CH:13][CH:14]=1.C(O[K])(C)(C)C. The catalyst is C1(C)C=CC=CC=1.C(Cl)Cl.C1C=CC(/C=C/C(/C=C/C2C=CC=CC=2)=O)=CC=1.C1C=CC(/C=C/C(/C=C/C2C=CC=CC=2)=O)=CC=1.C1C=CC(/C=C/C(/C=C/C2C=CC=CC=2)=O)=CC=1.[Pd].[Pd]. The product is [N:11]1[CH:12]=[CH:13][CH:14]=[C:9]([NH:8][C:2]2[CH:7]=[CH:6][CH:5]=[CH:4][N:3]=2)[CH:10]=1. The yield is 0.900. (5) The reactants are CCN(C(C)C)C(C)C.[CH3:10][O:11][C:12]1[CH:13]=[CH:14][CH:15]=[C:16]2[C:21]=1[O:20][C:19](=[O:22])[C:18]([C:23]([OH:25])=O)=[CH:17]2.CN(C(ON1N=NC2C=CC=NC1=2)=[N+](C)C)C.F[P-](F)(F)(F)(F)F.[C:50]([O:54][C:55]([N:57]1[C:65]2[C:60](=[CH:61][CH:62]=[CH:63][CH:64]=2)[CH:59]=[C:58]1[C:66]1[CH:71]=[CH:70][CH:69]=[C:68]([NH2:72])[CH:67]=1)=[O:56])([CH3:53])([CH3:52])[CH3:51]. The catalyst is CN(C=O)C. The product is [C:50]([O:54][C:55]([N:57]1[C:65]2[C:60](=[CH:61][CH:62]=[CH:63][CH:64]=2)[CH:59]=[C:58]1[C:66]1[CH:71]=[CH:70][CH:69]=[C:68]([NH:72][C:23]([C:18]2[C:19](=[O:22])[O:20][C:21]3[C:16]([CH:17]=2)=[CH:15][CH:14]=[CH:13][C:12]=3[O:11][CH3:10])=[O:25])[CH:67]=1)=[O:56])([CH3:53])([CH3:51])[CH3:52]. The yield is 0.760.